From a dataset of Full USPTO retrosynthesis dataset with 1.9M reactions from patents (1976-2016). Predict the reactants needed to synthesize the given product. Given the product [Br:1][C:2]1[CH:3]=[CH:4][C:5]2[C@@:11]3([C:12]([O:14][CH3:15])=[O:13])[CH:19]=[CH:20][C:21](=[O:23])[CH2:22][C@H:10]3[CH2:9][CH2:8][O:7][C:6]=2[CH:16]=1.[Br:1][C:2]1[CH:16]=[CH:6][C:5]2[C@:11]3([C:12]([O:14][CH3:15])=[O:13])[CH:10]=[CH:9][C:8](=[O:7])[CH2:22][C@@H:21]3[CH2:20][CH2:19][O:18][C:17]=2[CH:3]=1, predict the reactants needed to synthesize it. The reactants are: [Br:1][C:2]1[CH:3]=[CH:4][C:5]2[C:11]([C:12]([O:14][CH3:15])=[O:13])=[CH:10][CH2:9][CH2:8][O:7][C:6]=2[CH:16]=1.[CH3:17][O:18]/[CH:19]=[CH:20]/[C:21]([O:23][Si](C)(C)C)=[CH2:22].